From a dataset of Full USPTO retrosynthesis dataset with 1.9M reactions from patents (1976-2016). Predict the reactants needed to synthesize the given product. (1) Given the product [F:1][C:2]1[CH:3]=[C:4]([S:9]([N:14]([CH3:15])[CH3:13])(=[O:11])=[O:10])[CH:5]=[CH:6][C:7]=1[F:8], predict the reactants needed to synthesize it. The reactants are: [F:1][C:2]1[CH:3]=[C:4]([S:9](Cl)(=[O:11])=[O:10])[CH:5]=[CH:6][C:7]=1[F:8].[CH3:13][NH:14][CH3:15].C(OCC)C. (2) The reactants are: [F-].C([N+](CCCC)(CCCC)CCCC)CCC.[Si]([O:36][CH2:37][CH2:38][O:39][CH2:40][C@H:41]([O:53][C:54]1[N:59]=[CH:58][N:57]=[C:56]2[N:60]([C:63]3[C:68]([Cl:69])=[CH:67][CH:66]=[CH:65][N:64]=3)[N:61]=[CH:62][C:55]=12)[C:42]([NH:44][C:45]1[CH:50]=[CH:49][C:48]([C:51]#[N:52])=[CH:47][N:46]=1)=[O:43])(C(C)(C)C)(C1C=CC=CC=1)C1C=CC=CC=1. Given the product [Cl:69][C:68]1[C:63]([N:60]2[C:56]3=[N:57][CH:58]=[N:59][C:54]([O:53][C@@H:41]([CH2:40][O:39][CH2:38][CH2:37][OH:36])[C:42]([NH:44][C:45]4[CH:50]=[CH:49][C:48]([C:51]#[N:52])=[CH:47][N:46]=4)=[O:43])=[C:55]3[CH:62]=[N:61]2)=[N:64][CH:65]=[CH:66][CH:67]=1, predict the reactants needed to synthesize it. (3) Given the product [NH2:23][CH:7]1[CH2:6][CH2:5][N:4]([C:9]([O:11][C:12]([CH3:15])([CH3:14])[CH3:13])=[O:10])[CH2:3][C:2]1([CH3:16])[CH3:1], predict the reactants needed to synthesize it. The reactants are: [CH3:1][C:2]1([CH3:16])[C:7](=O)[CH2:6][CH2:5][N:4]([C:9]([O:11][C:12]([CH3:15])([CH3:14])[CH3:13])=[O:10])[CH2:3]1.C([O-])(=O)C.[NH4+].C([BH3-])#[N:23].[Na+]. (4) Given the product [C:34]([O:38][C:39](=[O:48])[N:40]([C@@H:41]1[CH2:46][CH2:45][CH2:44][N:43]([CH2:32][C:3]2[C:2]([Cl:1])=[C:11]3[C:6]([C:7](=[O:26])[N:8]([CH2:13][C:14]4[CH:19]=[C:18]([Cl:20])[CH:17]=[CH:16][C:15]=4[S:21]([CH2:24][CH3:25])(=[O:22])=[O:23])[C:9](=[O:12])[NH:10]3)=[CH:5][C:4]=2[O:27][C:28]([F:30])([F:31])[F:29])[CH2:42]1)[CH3:47])([CH3:37])([CH3:36])[CH3:35], predict the reactants needed to synthesize it. The reactants are: [Cl:1][C:2]1[C:3]([CH:32]=O)=[C:4]([O:27][C:28]([F:31])([F:30])[F:29])[CH:5]=[C:6]2[C:11]=1[NH:10][C:9](=[O:12])[N:8]([CH2:13][C:14]1[CH:19]=[C:18]([Cl:20])[CH:17]=[CH:16][C:15]=1[S:21]([CH2:24][CH3:25])(=[O:23])=[O:22])[C:7]2=[O:26].[C:34]([O:38][C:39](=[O:48])[N:40]([CH3:47])[C@@H:41]1[CH2:46][CH2:45][CH2:44][NH:43][CH2:42]1)([CH3:37])([CH3:36])[CH3:35]. (5) Given the product [C:1]([C:3]1[CH:8]=[CH:7][CH:6]=[CH:5][C:4]=1[C:9]1[CH:14]=[CH:13][C:12]([CH2:15][CH:24]([C:11](=[O:19])[CH2:10][CH2:9][CH3:4])[C:23]([O:26][CH2:27][CH3:28])=[O:25])=[C:11]([O:19][CH3:20])[CH:10]=1)#[N:2], predict the reactants needed to synthesize it. The reactants are: [C:1]([C:3]1[CH:8]=[CH:7][CH:6]=[CH:5][C:4]=1[C:9]1[CH:14]=[CH:13][C:12]([C:15](OC)=O)=[C:11]([O:19][CH3:20])[CH:10]=1)#[N:2].[BH4-].[Li+].[C:23]([O:26][CH2:27][CH3:28])(=[O:25])[CH3:24].[Cl-].[NH4+]. (6) Given the product [C:28]([C:23]1[CH:24]=[CH:25][CH:26]=[CH:27][C:22]=1[C:19]1[CH:20]=[CH:21][C:16]([CH2:15][C:12]2[C:13](=[O:14])[N:8]([C:5]3[CH:4]=[CH:3][C:2]([O:1][CH:35]([CH3:40])[C:36]([O:38][CH3:39])=[O:37])=[CH:7][CH:6]=3)[C:9]([CH3:33])=[N:10][C:11]=2[CH2:30][CH2:31][CH3:32])=[CH:17][CH:18]=1)#[N:29], predict the reactants needed to synthesize it. The reactants are: [OH:1][C:2]1[CH:7]=[CH:6][C:5]([N:8]2[C:13](=[O:14])[C:12]([CH2:15][C:16]3[CH:21]=[CH:20][C:19]([C:22]4[C:23]([C:28]#[N:29])=[CH:24][CH:25]=[CH:26][CH:27]=4)=[CH:18][CH:17]=3)=[C:11]([CH2:30][CH2:31][CH3:32])[N:10]=[C:9]2[CH3:33])=[CH:4][CH:3]=1.Br[CH:35]([CH3:40])[C:36]([O:38][CH3:39])=[O:37].C(=O)([O-])[O-].[Cs+].[Cs+].C(OCC)(=O)C. (7) Given the product [NH2:58][C@@H:54]([CH:55]([CH3:57])[CH3:56])[C:53]([NH:52][C@@H:50]([CH3:51])[C:49]([NH:48][C:45]1[CH:44]=[CH:43][C:42]([C:40]2[CH2:39][C@@H:36]3[N:35]([CH:41]=2)[C:34](=[O:78])[C:33]2[CH:79]=[C:80]([O:81][CH3:82])[C:30]([O:29][CH2:28][CH2:27][CH2:26][O:25][C:23]4[C:22]([O:83][CH3:84])=[CH:21][C:16]5[C:17](=[O:20])[N:18]6[CH:19]=[C:10]([C:8]7[CH:7]=[CH:6][C:5]8[O:1][CH2:2][O:3][C:4]=8[CH:9]=7)[CH2:11][C@H:12]6[CH:13]=[N:14][C:15]=5[CH:24]=4)=[CH:31][C:32]=2[N:38]=[CH:37]3)=[CH:47][CH:46]=1)=[O:77])=[O:76], predict the reactants needed to synthesize it. The reactants are: [O:1]1[C:5]2[CH:6]=[CH:7][C:8]([C:10]3[CH2:11][C@@H:12]4[N:18]([CH:19]=3)[C:17](=[O:20])[C:16]3[CH:21]=[C:22]([O:83][CH3:84])[C:23]([O:25][CH2:26][CH2:27][CH2:28][O:29][C:30]5[C:80]([O:81][CH3:82])=[CH:79][C:33]6[C:34](=[O:78])[N:35]7[CH:41]=[C:40]([C:42]8[CH:47]=[CH:46][C:45]([NH:48][C:49](=[O:77])[C@@H:50]([NH:52][C:53](=[O:76])[C@@H:54]([NH:58]C(=O)OCC9C%10C=CC=CC=%10C%10C9=CC=CC=%10)[CH:55]([CH3:57])[CH3:56])[CH3:51])=[CH:44][CH:43]=8)[CH2:39][C@H:36]7[CH:37]=[N:38][C:32]=6[CH:31]=5)=[CH:24][C:15]=3[N:14]=[CH:13]4)=[CH:9][C:4]=2[O:3][CH2:2]1.N1CCCCC1.